Dataset: Peptide-MHC class II binding affinity with 134,281 pairs from IEDB. Task: Regression. Given a peptide amino acid sequence and an MHC pseudo amino acid sequence, predict their binding affinity value. This is MHC class II binding data. (1) The peptide sequence is NLWKMKTGRRGSANG. The MHC is DRB1_1101 with pseudo-sequence DRB1_1101. The binding affinity (normalized) is 0.898. (2) The peptide sequence is FPDRASIIRLVGAVL. The MHC is DRB1_0701 with pseudo-sequence DRB1_0701. The binding affinity (normalized) is 0.701. (3) The peptide sequence is KSKYKLATSVLAGLL. The MHC is DRB1_1101 with pseudo-sequence DRB1_1101. The binding affinity (normalized) is 0.686. (4) The peptide sequence is IDPFQLGLLVVFLATQEV. The MHC is DRB1_0401 with pseudo-sequence DRB1_0401. The binding affinity (normalized) is 0.118. (5) The peptide sequence is EKKYFAATQSEPLAA. The MHC is DRB1_0101 with pseudo-sequence DRB1_0101. The binding affinity (normalized) is 0.799.